This data is from Reaction yield outcomes from USPTO patents with 853,638 reactions. The task is: Predict the reaction yield, written as a fraction of the theoretical maximum amount of product (1.0 means a 100% yield; for example, 0.34 means a 34% yield). (1) The reactants are [Cl-].O[NH3+:3].[C:4](=[O:7])([O-])[OH:5].[Na+].CS(C)=O.[CH:13]1([N:17]2[C:22](=[O:23])[C:21]([CH2:24][C:25]3[CH:30]=[CH:29][C:28]([C:31]4[C:32]([C:37]#[N:38])=[CH:33][CH:34]=[CH:35][CH:36]=4)=[CH:27][CH:26]=3)=[C:20]([CH2:39][CH2:40][CH3:41])[N:19]3[N:42]=[C:43]([CH3:45])[N:44]=[C:18]23)[CH2:16][CH2:15][CH2:14]1. The catalyst is C(OCC)(=O)C. The product is [CH:13]1([N:17]2[C:22](=[O:23])[C:21]([CH2:24][C:25]3[CH:26]=[CH:27][C:28]([C:31]4[CH:36]=[CH:35][CH:34]=[CH:33][C:32]=4[C:37]4[NH:3][C:4](=[O:7])[O:5][N:38]=4)=[CH:29][CH:30]=3)=[C:20]([CH2:39][CH2:40][CH3:41])[N:19]3[N:42]=[C:43]([CH3:45])[N:44]=[C:18]23)[CH2:16][CH2:15][CH2:14]1. The yield is 0.570. (2) The reactants are BrC1C=C[C:5](NCC(OC)=O)=[N:6]C=1.[Cl:14][C:15]1[CH:16]=[CH:17][CH:18]=[C:19]2[C:23]=1[NH:22][CH:21]=[C:20]2[CH:24]=O.CN1C2C(=CC=CC=2)C(C)=C1C=O. No catalyst specified. The product is [Cl:14][C:15]1[CH:16]=[CH:17][CH:18]=[C:19]2[C:23]=1[NH:22][CH:21]=[C:20]2[CH2:24][NH:6][CH3:5]. The yield is 0.920. (3) The reactants are C(Cl)(=O)[C:2](Cl)=[O:3].[NH2:7][C:8]1[N:16]=[CH:15][C:14]([Br:17])=[CH:13][C:9]=1[C:10]([NH2:12])=[O:11]. The catalyst is C1(C)C=CC=CC=1. The product is [Br:17][C:14]1[CH:15]=[N:16][C:8]2[NH:7][C:2](=[O:3])[NH:12][C:10](=[O:11])[C:9]=2[CH:13]=1. The yield is 0.770. (4) The catalyst is O.O.O.O.O.O.[Ni](Cl)Cl. The reactants are [C:1]1(B(O)O)[CH:6]=[CH:5][CH:4]=[CH:3][CH:2]=1.Cl.N[C@@H]1[CH2:17][CH2:16][CH2:15][CH2:14][C@H:13]1[OH:18].C[Si]([N-][Si](C)(C)C)(C)C.[Na+].C1C[O:32]CC1. The yield is 0.517. The product is [C:1]1([CH:14]2[C:15](=[O:32])[CH2:16][CH2:17][O:18][CH2:13]2)[CH:6]=[CH:5][CH:4]=[CH:3][CH:2]=1. (5) The reactants are [OH:1][CH2:2][CH2:3][C:4]#[C:5][C:6]1[CH:13]=[CH:12][CH:11]=[CH:10][C:7]=1[CH:8]=O.[NH3:14]. No catalyst specified. The product is [OH:1][CH2:2][CH2:3][C:4]1[N:14]=[CH:8][C:7]2[C:6]([CH:5]=1)=[CH:13][CH:12]=[CH:11][CH:10]=2. The yield is 0.730. (6) The reactants are [C:1]([C:4]1[CH:5]=[N:6][C:7]2[C:12]([C:13]=1[NH:14][C:15]1[CH:16]=[CH:17][C:18]([N:21]3[CH2:25][CH2:24][CH:23]([N:26]([CH3:34])[C:27](=[O:33])[O:28][C:29]([CH3:32])([CH3:31])[CH3:30])[CH2:22]3)=[N:19][CH:20]=1)=[CH:11][C:10](Br)=[CH:9][CH:8]=2)(=[O:3])[CH3:2].[Cl:36][C:37]1[CH:42]=[C:41](B2OC(C)(C)C(C)(C)O2)[CH:40]=[C:39]([Cl:52])[C:38]=1[OH:53]. No catalyst specified. The product is [C:1]([C:4]1[CH:5]=[N:6][C:7]2[C:12]([C:13]=1[NH:14][C:15]1[CH:16]=[CH:17][C:18]([N:21]3[CH2:25][CH2:24][CH:23]([N:26]([CH3:34])[C:27](=[O:33])[O:28][C:29]([CH3:32])([CH3:31])[CH3:30])[CH2:22]3)=[N:19][CH:20]=1)=[CH:11][C:10]([C:41]1[CH:42]=[C:37]([Cl:36])[C:38]([OH:53])=[C:39]([Cl:52])[CH:40]=1)=[CH:9][CH:8]=2)(=[O:3])[CH3:2]. The yield is 1.00. (7) The reactants are [OH:1][C@@H:2]([C:5]1[CH:10]=[C:9]([C:11]2[CH:16]=[CH:15][C:14]([O:17][C:18]3[CH:23]=[CH:22][C:21]([F:24])=[CH:20][CH:19]=3)=[CH:13][CH:12]=2)[N:8]=[C:7]([C:25](O)=[O:26])[CH:6]=1)[CH2:3][OH:4].[NH2:28][C@@H:29]([CH2:33][C:34]([NH2:36])=[O:35])[C:30]([NH2:32])=[O:31].CCN(C(C)C)C(C)C.CN(C(ON1N=NC2C=CC=CC1=2)=[N+](C)C)C.F[P-](F)(F)(F)(F)F. The catalyst is CN(C=O)C. The product is [OH:1][C@@H:2]([C:5]1[CH:10]=[C:9]([C:11]2[CH:12]=[CH:13][C:14]([O:17][C:18]3[CH:19]=[CH:20][C:21]([F:24])=[CH:22][CH:23]=3)=[CH:15][CH:16]=2)[N:8]=[C:7]([C:25]([NH:28][CH:29]([CH2:33][C:34]([NH2:36])=[O:35])[C:30]([NH2:32])=[O:31])=[O:26])[CH:6]=1)[CH2:3][OH:4]. The yield is 0.590. (8) The reactants are [OH:1][C:2]1[C:11](=[O:12])[C:10]2[C:5](=[CH:6][C:7]([I:13])=[CH:8][CH:9]=2)[O:4][C:3]=1[C:14]1[CH:19]=[C:18]([O:20][CH3:21])[C:17]([O:22][CH2:23][C:24]2[CH:29]=[CH:28][CH:27]=[CH:26][CH:25]=2)=[C:16]([O:30][CH3:31])[CH:15]=1.C(=O)([O-])[O-].[K+].[K+].[I-].[K+].[CH2:40](Cl)[C:41]1[CH:46]=[CH:45][CH:44]=[CH:43][CH:42]=1. The catalyst is CC(C)=O. The product is [CH2:40]([O:1][C:2]1[C:11](=[O:12])[C:10]2[C:5](=[CH:6][C:7]([I:13])=[CH:8][CH:9]=2)[O:4][C:3]=1[C:14]1[CH:15]=[C:16]([O:30][CH3:31])[C:17]([O:22][CH2:23][C:24]2[CH:25]=[CH:26][CH:27]=[CH:28][CH:29]=2)=[C:18]([O:20][CH3:21])[CH:19]=1)[C:41]1[CH:46]=[CH:45][CH:44]=[CH:43][CH:42]=1. The yield is 0.990.